This data is from Reaction yield outcomes from USPTO patents with 853,638 reactions. The task is: Predict the reaction yield, written as a fraction of the theoretical maximum amount of product (1.0 means a 100% yield; for example, 0.34 means a 34% yield). (1) The reactants are [NH2:1][C:2]1[C:3]2[C:10]([C:11]3[CH:16]=[CH:15][C:14]([O:17][C:18]4[CH:23]=[CH:22][CH:21]=[CH:20][CH:19]=4)=[CH:13][CH:12]=3)=[C:9](F)[N:8]([C@@H:25]3[CH2:29][CH2:28][N:27]([C:30]([O:32][C:33]([CH3:36])([CH3:35])[CH3:34])=[O:31])[CH2:26]3)[C:4]=2[N:5]=[CH:6][N:7]=1.[CH3:37][O:38][Na]. The catalyst is CO. The product is [NH2:1][C:2]1[C:3]2[C:10]([C:11]3[CH:16]=[CH:15][C:14]([O:17][C:18]4[CH:23]=[CH:22][CH:21]=[CH:20][CH:19]=4)=[CH:13][CH:12]=3)=[C:9]([O:38][CH3:37])[N:8]([C@@H:25]3[CH2:29][CH2:28][N:27]([C:30]([O:32][C:33]([CH3:36])([CH3:35])[CH3:34])=[O:31])[CH2:26]3)[C:4]=2[N:5]=[CH:6][N:7]=1. The yield is 0.900. (2) The reactants are CC(C)=[O:3].OS(O)(=O)=O.O=[Cr](=O)=O.[C:14]1([C:20]2[CH:24]=[CH:23][S:22][C:21]=2[CH:25]=[O:26])[CH:19]=[CH:18][CH:17]=[CH:16][CH:15]=1.C(O)(C)C.C1C=CC=CC=1. The catalyst is CC(C)=O. The product is [C:14]1([C:20]2[CH:24]=[CH:23][S:22][C:21]=2[C:25]([OH:3])=[O:26])[CH:15]=[CH:16][CH:17]=[CH:18][CH:19]=1. The yield is 0.460.